Dataset: Forward reaction prediction with 1.9M reactions from USPTO patents (1976-2016). Task: Predict the product of the given reaction. (1) The product is: [N:12]1([CH2:10][C:11]2[CH:46]=[CH:45][C:24]([C:25]([NH:27][C:28]3[CH:29]=[CH:30][C:31]([O:34][C:35](=[O:44])[N:36]([CH3:43])[C:37]4[CH:42]=[CH:41][CH:40]=[CH:39][CH:38]=4)=[N:32][CH:33]=3)=[O:26])=[CH:23][CH:22]=2)[CH2:13][CH2:15][CH2:18][CH2:16]1. Given the reactants Cl.CC1(C)CCNCC1.[CH2:10]([N:12]([CH:16]([CH3:18])C)[CH:13]([CH3:15])C)[CH3:11].ClCC1[CH:46]=[CH:45][C:24]([C:25]([NH:27][C:28]2[CH:29]=[CH:30][C:31]([O:34][C:35](=[O:44])[N:36]([CH3:43])[C:37]3[CH:42]=[CH:41][CH:40]=[CH:39][CH:38]=3)=[N:32][CH:33]=2)=[O:26])=[CH:23][CH:22]=1, predict the reaction product. (2) Given the reactants [SH:1][C:2]1[N:7]=[C:6]([N:8]([CH2:10][CH2:11][O:12][CH3:13])[CH3:9])[C:5]2[CH2:14][O:15][C:16]([CH3:19])([CH3:18])[CH2:17][C:4]=2[C:3]=1[C:20]#N.[C:22](=O)([O-])[O-].[K+].[K+].Cl[CH2:29][C:30]([NH2:32])=[O:31], predict the reaction product. The product is: [CH3:13][O:12][CH2:11][CH2:10][N:8]([CH3:9])[C:6]1[N:7]=[C:2]2[S:1][C:29]([C:30]([NH2:32])=[O:31])=[C:20]([CH3:22])[C:3]2=[C:4]2[CH2:17][C:16]([CH3:19])([CH3:18])[O:15][CH2:14][C:5]=12. (3) Given the reactants [N:1]1([CH2:7][C:8]2[C:9]3[N:10]([N:17]=[C:18]([NH2:20])[N:19]=3)[C:11]([CH2:14][CH2:15][CH3:16])=[N:12][CH:13]=2)[CH2:6][CH2:5][O:4][CH2:3][CH2:2]1.Br[C:22]1[CH:27]=[CH:26][C:25]([N:28]2[CH:32]=[C:31]([CH3:33])[N:30]=[CH:29]2)=[C:24]([O:34][CH3:35])[CH:23]=1, predict the reaction product. The product is: [CH3:35][O:34][C:24]1[CH:23]=[C:22]([NH:20][C:18]2[N:19]=[C:9]3[N:10]([C:11]([CH2:14][CH2:15][CH3:16])=[N:12][CH:13]=[C:8]3[CH2:7][N:1]3[CH2:6][CH2:5][O:4][CH2:3][CH2:2]3)[N:17]=2)[CH:27]=[CH:26][C:25]=1[N:28]1[CH:32]=[C:31]([CH3:33])[N:30]=[CH:29]1. (4) The product is: [CH:21]1([NH:24][CH2:25][C@@H:26]2[C@H:30]([F:31])[CH2:29][N:28]([C:11]3[CH:10]=[C:9]4[C:4]([C:5](=[O:20])[C:6]([C:17]([OH:19])=[O:18])=[CH:7][N:8]4[C@@H:13]4[CH2:15][C@@H:14]4[F:16])=[CH:3][C:2]=3[F:1])[CH2:27]2)[CH2:23][CH2:22]1. Given the reactants [F:1][C:2]1[CH:3]=[C:4]2[C:9](=[CH:10][C:11]=1F)[N:8]([C@@H:13]1[CH2:15][C@@H:14]1[F:16])[CH:7]=[C:6]([C:17]([OH:19])=[O:18])[C:5]2=[O:20].[CH:21]1([NH:24][CH2:25][C@@H:26]2[C@H:30]([F:31])[CH2:29][NH:28][CH2:27]2)[CH2:23][CH2:22]1, predict the reaction product. (5) Given the reactants IN1C(=O)C[CH2:4][C:3]1=O.C(N(CC)CC)C.[OH-].[Na+].[Cl:18][C:19]1[CH:24]=[C:23]([CH3:25])[CH:22]=[C:21]([OH:26])[C:20]=1[C:27]([C:29]1[CH:34]=[CH:33][C:32]([O:35][CH3:36])=[CH:31][CH:30]=1)=[O:28], predict the reaction product. The product is: [Cl:18][C:19]1[CH:24]=[C:23]([CH3:25])[CH:22]=[C:21]([OH:26])[C:20]=1[C:27]([C:29]1[CH:34]=[CH:33][C:32]([O:35][CH:36]2[CH2:4][CH2:3]2)=[CH:31][CH:30]=1)=[O:28]. (6) The product is: [Br:1][C:2]1[CH:3]=[C:4]([CH:5]=[CH:6][CH:7]=1)[O:8][C:10]1([C:14]([O:16][CH2:17][CH3:18])=[O:15])[CH2:13][CH2:12][CH2:11]1. Given the reactants [Br:1][C:2]1[CH:3]=[C:4]([OH:8])[CH:5]=[CH:6][CH:7]=1.Br[C:10]1([C:14]([O:16][CH2:17][CH3:18])=[O:15])[CH2:13][CH2:12][CH2:11]1, predict the reaction product. (7) Given the reactants [C:1]1([CH2:7][CH2:8][C:9](Cl)=[O:10])[CH:6]=[CH:5][CH:4]=[CH:3][CH:2]=1.C(N(CC)CC)C.[NH:19]1[CH2:24][CH2:23][CH:22]([CH2:25][N:26]2[C:34]3[C:29](=[N:30][C:31]([C:35]4[CH:36]=[N:37][N:38]([CH:40]5[CH2:45][CH2:44][CH2:43][CH2:42][O:41]5)[CH:39]=4)=[CH:32][CH:33]=3)[CH:28]=[CH:27]2)[CH2:21][CH2:20]1.CO.ClCCl, predict the reaction product. The product is: [C:1]1([CH2:7][CH2:8][C:9]([N:19]2[CH2:20][CH2:21][CH:22]([CH2:25][N:26]3[C:34]4[C:29](=[N:30][C:31]([C:35]5[CH:36]=[N:37][N:38]([CH:40]6[CH2:45][CH2:44][CH2:43][CH2:42][O:41]6)[CH:39]=5)=[CH:32][CH:33]=4)[CH:28]=[CH:27]3)[CH2:23][CH2:24]2)=[O:10])[CH:6]=[CH:5][CH:4]=[CH:3][CH:2]=1. (8) Given the reactants [CH2:1]([N:9]1[C:21]2[C:20]3[CH:19]=[CH:18][CH:17]=[CH:16][C:15]=3[N:14]=[CH:13][C:12]=2[N:11]=[CH:10]1)[CH2:2][CH2:3][CH2:4][CH2:5][CH2:6][CH2:7][CH3:8].ClC1C([N+]([O-])=O)=C(Cl)[C:30]2[C:25](=[CH:26][CH:27]=CC=2)N=1.C(N)CCCCCCCCCCC, predict the reaction product. The product is: [CH2:1]([N:9]1[C:21]2[C:20]3[CH:19]=[CH:18][CH:17]=[CH:16][C:15]=3[N:14]=[CH:13][C:12]=2[N:11]=[CH:10]1)[CH2:2][CH2:3][CH2:4][CH2:5][CH2:6][CH2:7][CH2:8][CH2:30][CH2:25][CH2:26][CH3:27]. (9) The product is: [CH:25]([N:28]1[C:32]([C:2]2[C:14]3[C:13]4[C:8](=[CH:9][C:10]([C:17]5[C:18]([CH3:23])=[N:19][O:20][C:21]=5[CH3:22])=[C:11]([O:15][CH3:16])[CH:12]=4)[NH:7][C:6]=3[N:5]=[C:4]([CH3:24])[N:3]=2)=[CH:31][CH:30]=[N:29]1)([CH3:27])[CH3:26]. Given the reactants Cl[C:2]1[C:14]2[C:13]3[C:8](=[CH:9][C:10]([C:17]4[C:18]([CH3:23])=[N:19][O:20][C:21]=4[CH3:22])=[C:11]([O:15][CH3:16])[CH:12]=3)[NH:7][C:6]=2[N:5]=[C:4]([CH3:24])[N:3]=1.[CH:25]([N:28]1[C:32](B(O)O)=[CH:31][CH:30]=[N:29]1)([CH3:27])[CH3:26].C([O-])([O-])=O.[Na+].[Na+], predict the reaction product. (10) Given the reactants [Cl:1][C:2]1[CH:7]=[CH:6][C:5]([C:8]2([OH:35])[CH2:13][CH2:12][N:11]([CH2:14][CH2:15][CH:16]=[C:17]3[C:23]4[CH:24]=[CH:25][CH:26]=[N:27][C:22]=4[CH2:21][O:20][C:19]4[CH:28]=[CH:29][C:30]([OH:32])=[CH:31][C:18]3=4)[CH2:10][C:9]2([CH3:34])[CH3:33])=[CH:4][CH:3]=1.[H-].[Na+].CN(C)[CH:40]=[O:41], predict the reaction product. The product is: [CH2:19]([O:20][C:40](=[O:41])[C:2]([O:32][C:30]1[CH:29]=[CH:28][C:19]2[O:20][CH2:21][C:22]3[N:27]=[CH:26][CH:25]=[CH:24][C:23]=3[C:17](=[CH:16][CH2:15][CH2:14][N:11]3[CH2:12][CH2:13][C:8]([C:5]4[CH:6]=[CH:7][C:2]([Cl:1])=[CH:3][CH:4]=4)([OH:35])[C:9]([CH3:33])([CH3:34])[CH2:10]3)[C:18]=2[CH:31]=1)([CH3:7])[CH3:3])[CH3:18].